This data is from Full USPTO retrosynthesis dataset with 1.9M reactions from patents (1976-2016). The task is: Predict the reactants needed to synthesize the given product. (1) Given the product [CH:11]1([CH2:10][C:8]2[S:7][N:6]=[C:5]([O:21][CH2:17][C:18]#[C:19][CH3:20])[N:9]=2)[CH2:16][CH2:15][CH2:14][CH2:13][CH2:12]1, predict the reactants needed to synthesize it. The reactants are: CS([C:5]1[N:9]=[C:8]([CH2:10][CH:11]2[CH2:16][CH2:15][CH2:14][CH2:13][CH2:12]2)[S:7][N:6]=1)(=O)=O.[CH2:17]([OH:21])[C:18]#[C:19][CH3:20].[H-].[Na+]. (2) Given the product [OH:18][C:19]1[CH:27]=[C:26]2[C:22]([C:23]([CH:35]3[CH2:36][CH2:37][CH2:38]3)=[N:24][N:25]2[C:28]([O:30][C:31]([CH3:34])([CH3:33])[CH3:32])=[O:29])=[CH:21][CH:20]=1, predict the reactants needed to synthesize it. The reactants are: [Si]([O:18][C:19]1[CH:27]=[C:26]2[C:22]([C:23]([CH:35]3[CH2:38][CH2:37][CH2:36]3)=[N:24][N:25]2[C:28]([O:30][C:31]([CH3:34])([CH3:33])[CH3:32])=[O:29])=[CH:21][CH:20]=1)(C(C)(C)C)(C1C=CC=CC=1)C1C=CC=CC=1.CCCC[N+](CCCC)(CCCC)CCCC.[F-].C1COCC1.O.C(OCC)(=O)C. (3) Given the product [Cl:2][C:3]1[CH:4]=[C:5]2[C:9](=[CH:10][CH:11]=1)[NH:8][CH:7]=[C:6]2[CH2:12][CH2:13][NH:14][C:63]([CH:62]1[CH2:61][CH2:60][N:59]([C:66]2[CH:71]=[CH:70][C:69]([CH3:72])=[CH:68][CH:67]=2)[C:58]1=[O:57])=[O:64], predict the reactants needed to synthesize it. The reactants are: Cl.[Cl:2][C:3]1[CH:4]=[C:5]2[C:9](=[CH:10][CH:11]=1)[NH:8][CH:7]=[C:6]2[CH2:12][CH2:13][NH2:14].C1CN([P+](ON2N=NC3C=CC=CC2=3)(N2CCCC2)N2CCCC2)CC1.F[P-](F)(F)(F)(F)F.C(N(CC)C(C)C)(C)C.[O:57]=[C:58]1[CH:62]([C:63](O)=[O:64])[CH2:61][CH2:60][N:59]1[C:66]1[CH:71]=[CH:70][C:69]([CH3:72])=[CH:68][CH:67]=1.